From a dataset of NCI-60 drug combinations with 297,098 pairs across 59 cell lines. Regression. Given two drug SMILES strings and cell line genomic features, predict the synergy score measuring deviation from expected non-interaction effect. (1) Drug 1: CC1=C(C=C(C=C1)NC(=O)C2=CC=C(C=C2)CN3CCN(CC3)C)NC4=NC=CC(=N4)C5=CN=CC=C5. Cell line: MDA-MB-435. Synergy scores: CSS=5.15, Synergy_ZIP=-1.74, Synergy_Bliss=-1.70, Synergy_Loewe=0.846, Synergy_HSA=-0.926. Drug 2: COC1=NC(=NC2=C1N=CN2C3C(C(C(O3)CO)O)O)N. (2) Drug 1: COC1=CC(=CC(=C1O)OC)C2C3C(COC3=O)C(C4=CC5=C(C=C24)OCO5)OC6C(C(C7C(O6)COC(O7)C8=CC=CS8)O)O. Drug 2: C1=NC2=C(N=C(N=C2N1C3C(C(C(O3)CO)O)F)Cl)N. Cell line: MDA-MB-231. Synergy scores: CSS=35.5, Synergy_ZIP=-13.5, Synergy_Bliss=-10.6, Synergy_Loewe=-4.93, Synergy_HSA=-3.43. (3) Drug 1: CC1=CC=C(C=C1)C2=CC(=NN2C3=CC=C(C=C3)S(=O)(=O)N)C(F)(F)F. Drug 2: CCN(CC)CCCC(C)NC1=C2C=C(C=CC2=NC3=C1C=CC(=C3)Cl)OC. Cell line: SR. Synergy scores: CSS=61.4, Synergy_ZIP=3.77, Synergy_Bliss=2.47, Synergy_Loewe=-24.5, Synergy_HSA=-2.10. (4) Drug 1: C(CC(=O)O)C(=O)CN.Cl. Drug 2: CCC1(C2=C(COC1=O)C(=O)N3CC4=CC5=C(C=CC(=C5CN(C)C)O)N=C4C3=C2)O.Cl. Cell line: SNB-19. Synergy scores: CSS=44.8, Synergy_ZIP=-4.99, Synergy_Bliss=-4.11, Synergy_Loewe=-52.6, Synergy_HSA=-5.31. (5) Drug 1: CNC(=O)C1=NC=CC(=C1)OC2=CC=C(C=C2)NC(=O)NC3=CC(=C(C=C3)Cl)C(F)(F)F. Cell line: PC-3. Synergy scores: CSS=8.39, Synergy_ZIP=-2.74, Synergy_Bliss=2.46, Synergy_Loewe=-6.86, Synergy_HSA=-0.247. Drug 2: C1CN(CCN1C(=O)CCBr)C(=O)CCBr. (6) Drug 1: COC1=C2C(=CC3=C1OC=C3)C=CC(=O)O2. Drug 2: C1C(C(OC1N2C=NC3=C2NC=NCC3O)CO)O. Cell line: HCC-2998. Synergy scores: CSS=-1.39, Synergy_ZIP=3.67, Synergy_Bliss=2.16, Synergy_Loewe=1.32, Synergy_HSA=-4.21. (7) Drug 1: CNC(=O)C1=CC=CC=C1SC2=CC3=C(C=C2)C(=NN3)C=CC4=CC=CC=N4. Drug 2: CC(C)(C#N)C1=CC(=CC(=C1)CN2C=NC=N2)C(C)(C)C#N. Cell line: RPMI-8226. Synergy scores: CSS=-5.41, Synergy_ZIP=4.84, Synergy_Bliss=1.03, Synergy_Loewe=-1.51, Synergy_HSA=-5.08. (8) Drug 1: C1CN(P(=O)(OC1)NCCCl)CCCl. Drug 2: C1C(C(OC1N2C=NC(=NC2=O)N)CO)O. Cell line: COLO 205. Synergy scores: CSS=15.4, Synergy_ZIP=-3.23, Synergy_Bliss=-1.29, Synergy_Loewe=-19.2, Synergy_HSA=-2.98. (9) Drug 1: CN(C)N=NC1=C(NC=N1)C(=O)N. Drug 2: CC1CCCC2(C(O2)CC(NC(=O)CC(C(C(=O)C(C1O)C)(C)C)O)C(=CC3=CSC(=N3)C)C)C. Cell line: BT-549. Synergy scores: CSS=3.44, Synergy_ZIP=-0.603, Synergy_Bliss=3.07, Synergy_Loewe=-1.25, Synergy_HSA=1.26. (10) Drug 1: CC1=C2C(C(=O)C3(C(CC4C(C3C(C(C2(C)C)(CC1OC(=O)C(C(C5=CC=CC=C5)NC(=O)OC(C)(C)C)O)O)OC(=O)C6=CC=CC=C6)(CO4)OC(=O)C)OC)C)OC. Drug 2: C1=NC2=C(N1)C(=S)N=C(N2)N. Cell line: A549. Synergy scores: CSS=67.6, Synergy_ZIP=5.76, Synergy_Bliss=5.87, Synergy_Loewe=6.23, Synergy_HSA=11.2.